This data is from Forward reaction prediction with 1.9M reactions from USPTO patents (1976-2016). The task is: Predict the product of the given reaction. (1) Given the reactants [NH2:1][C:2]1[N:7]=[C:6]([C:8]([O:10][CH2:11][CH3:12])=[O:9])[CH:5]=[CH:4][CH:3]=1.C(=O)([O-])[O-].[Na+].[Na+].Cl[CH2:20][CH:21]=O, predict the reaction product. The product is: [N:1]1[CH:20]=[CH:21][N:7]2[C:6]([C:8]([O:10][CH2:11][CH3:12])=[O:9])=[CH:5][CH:4]=[CH:3][C:2]=12. (2) Given the reactants [F:1][C:2]([F:32])([F:31])[C:3]1[CH:4]=[C:5]([C@H:13]([C@@H:15]2[CH2:19][CH2:18][C@@H:17]([C:20]3[CH:25]=[C:24]([C:26]([F:29])([F:28])[F:27])[CH:23]=[CH:22][C:21]=3[Cl:30])[NH:16]2)[NH2:14])[CH:6]=[C:7]([C:9]([F:12])([F:11])[F:10])[CH:8]=1.[S:33](=[O:37])(=[O:36])(N)N, predict the reaction product. The product is: [F:32][C:2]([F:1])([F:31])[C:3]1[CH:4]=[C:5]([C@H:13]2[NH:14][S:33](=[O:37])(=[O:36])[N:16]3[C@H:17]([C:20]4[CH:25]=[C:24]([C:26]([F:27])([F:28])[F:29])[CH:23]=[CH:22][C:21]=4[Cl:30])[CH2:18][CH2:19][C@@H:15]23)[CH:6]=[C:7]([C:9]([F:11])([F:10])[F:12])[CH:8]=1. (3) The product is: [CH2:29]([N:31]([CH2:32][CH3:33])[CH2:2][CH2:3][C:4]([NH:6][C:7]1[CH:20]=[CH:19][C:18]2[C:17](=[O:21])[C:16]3[C:11](=[CH:12][C:13]([NH:22][C:23](=[O:27])[CH2:24][CH2:25][N:34]([CH2:39][CH3:38])[CH2:35][CH3:36])=[CH:14][CH:15]=3)[C:10](=[O:28])[C:9]=2[CH:8]=1)=[O:5])[CH3:30]. Given the reactants Cl[CH2:2][CH2:3][C:4]([NH:6][C:7]1[CH:20]=[CH:19][C:18]2[C:17](=[O:21])[C:16]3[C:11](=[CH:12][C:13]([NH:22][C:23](=[O:27])[CH2:24][CH2:25]Cl)=[CH:14][CH:15]=3)[C:10](=[O:28])[C:9]=2[CH:8]=1)=[O:5].[CH2:29]([NH:31][CH2:32][CH3:33])[CH3:30].[N:34]1[CH:39]=[CH:38]C=[CH:36][CH:35]=1, predict the reaction product. (4) Given the reactants [C:1]([C:3]1[CH:8]=[CH:7][C:6]([CH2:9][C@@H:10]([NH:14][C:15](=[O:51])[CH2:16][NH:17][C:18](=[O:50])[CH2:19][O:20][C:21]2[CH:26]=[CH:25][C:24]([C@@H:27]3[C@@H:30]([S:31][CH2:32][C:33]([C:35]4[CH:40]=[CH:39][C:38]([F:41])=[CH:37][CH:36]=4)=[O:34])[C:29](=[O:42])[N:28]3[C:43]3[CH:48]=[CH:47][C:46]([F:49])=[CH:45][CH:44]=3)=[CH:23][CH:22]=2)[C:11]([OH:13])=[O:12])=[CH:5][CH:4]=1)#[N:2].[BH4-].[Na+], predict the reaction product. The product is: [C:1]([C:3]1[CH:8]=[CH:7][C:6]([CH2:9][C@@H:10]([NH:14][C:15](=[O:51])[CH2:16][NH:17][C:18](=[O:50])[CH2:19][O:20][C:21]2[CH:22]=[CH:23][C:24]([C@@H:27]3[C@@H:30]([S:31][CH2:32][CH:33]([C:35]4[CH:40]=[CH:39][C:38]([F:41])=[CH:37][CH:36]=4)[OH:34])[C:29](=[O:42])[N:28]3[C:43]3[CH:48]=[CH:47][C:46]([F:49])=[CH:45][CH:44]=3)=[CH:25][CH:26]=2)[C:11]([OH:13])=[O:12])=[CH:5][CH:4]=1)#[N:2]. (5) Given the reactants [NH2:1][C:2]1[CH:3]=[C:4]([C:9]2[C:10]([C@@H:15]([NH:25][C:26](=[O:38])[CH2:27][C:28]3[C:36]4[C:31](=[CH:32][CH:33]=[C:34]([F:37])[CH:35]=4)[NH:30][CH:29]=3)[CH2:16][C:17]3[CH:22]=[C:21]([F:23])[CH:20]=[C:19]([F:24])[CH:18]=3)=[N:11][CH:12]=[CH:13][CH:14]=2)[CH:5]=[CH:6][C:7]=1[F:8].[C:39](Cl)(=[O:41])[CH3:40].CCN(C(C)C)C(C)C, predict the reaction product. The product is: [C:39]([NH:1][C:2]1[CH:3]=[C:4]([C:9]2[C:10]([C@@H:15]([NH:25][C:26](=[O:38])[CH2:27][C:28]3[C:36]4[C:31](=[CH:32][CH:33]=[C:34]([F:37])[CH:35]=4)[NH:30][CH:29]=3)[CH2:16][C:17]3[CH:22]=[C:21]([F:23])[CH:20]=[C:19]([F:24])[CH:18]=3)=[N:11][CH:12]=[CH:13][CH:14]=2)[CH:5]=[CH:6][C:7]=1[F:8])(=[O:41])[CH3:40]. (6) Given the reactants Br[C:2]1[CH:7]=[C:6]([CH3:8])[N:5]=[C:4]([NH:9][C@H:10]([C:12]2[C:13](=[O:23])[NH:14][C:15]3[C:20]([CH:21]=2)=[CH:19][C:18]([Cl:22])=[CH:17][CH:16]=3)[CH3:11])[CH:3]=1.[O:24]1[CH2:28][CH2:27][NH:26][C:25]1=[O:29].P([O-])([O-])([O-])=O.[K+].[K+].[K+].N[C@@H]1CCCC[C@H]1N, predict the reaction product. The product is: [Cl:22][C:18]1[CH:19]=[C:20]2[C:15](=[CH:16][CH:17]=1)[NH:14][C:13](=[O:23])[C:12]([C@@H:10]([NH:9][C:4]1[CH:3]=[C:2]([N:26]3[CH2:27][CH2:28][O:24][C:25]3=[O:29])[CH:7]=[C:6]([CH3:8])[N:5]=1)[CH3:11])=[CH:21]2. (7) Given the reactants [F:1][C:2]1[C:7]2[N:8]=[CH:9][S:10][C:6]=2[CH:5]=[C:4](C(O)=O)[C:3]=1[NH:14][C:15]1[CH:20]=[CH:19][C:18]([I:21])=[CH:17][C:16]=1[F:22].C1C=CC(P(N=[N+]=[N-])(C2C=CC=CC=2)=[O:30])=CC=1.C([N:42]([CH2:45]C)CC)C, predict the reaction product. The product is: [F:1][C:2]1[C:7]2[N:8]=[CH:9][S:10][C:6]=2[CH:5]=[C:4]2[NH:42][C:45](=[O:30])[N:14]([C:15]3[CH:20]=[CH:19][C:18]([I:21])=[CH:17][C:16]=3[F:22])[C:3]=12. (8) Given the reactants CCN(C(C)C)C(C)C.[N:10]1([C:16]2[CH:24]=[CH:23][C:19]([C:20]([OH:22])=O)=[CH:18][CH:17]=2)[CH2:15][CH2:14][O:13][CH2:12][CH2:11]1.C1C=CC2N(O)N=NC=2C=1.CCN=C=NCCCN(C)C.Cl.[NH2:47][CH2:48][C:49]([N:51]1[CH2:56][CH2:55][N:54]([C:57](=[O:69])[C:58]2[CH:63]=[C:62]([F:64])[CH:61]=[CH:60][C:59]=2[C:65]([F:68])([F:67])[F:66])[CH2:53][CH2:52]1)=[O:50], predict the reaction product. The product is: [F:64][C:62]1[CH:61]=[CH:60][C:59]([C:65]([F:67])([F:66])[F:68])=[C:58]([CH:63]=1)[C:57]([N:54]1[CH2:55][CH2:56][N:51]([C:49](=[O:50])[CH2:48][NH:47][C:20](=[O:22])[C:19]2[CH:18]=[CH:17][C:16]([N:10]3[CH2:11][CH2:12][O:13][CH2:14][CH2:15]3)=[CH:24][CH:23]=2)[CH2:52][CH2:53]1)=[O:69].